This data is from Catalyst prediction with 721,799 reactions and 888 catalyst types from USPTO. The task is: Predict which catalyst facilitates the given reaction. (1) Reactant: [Cl:1][C:2]1[CH:3]=[CH:4][C:5]2[N:6]([C:8]([CH:11]([C:13]3[CH:14]=[C:15]4[C:20](=[CH:21][C:22]=3[F:23])[N:19]=[CH:18][CH:17]=[CH:16]4)[OH:12])=[CH:9][N:10]=2)[N:7]=1. Product: [Cl:1][C:2]1[CH:3]=[CH:4][C:5]2[N:6]([C:8]([C:11]([C:13]3[CH:14]=[C:15]4[C:20](=[CH:21][C:22]=3[F:23])[N:19]=[CH:18][CH:17]=[CH:16]4)=[O:12])=[CH:9][N:10]=2)[N:7]=1. The catalyst class is: 21. (2) Reactant: Cl[C:2]1[C:11]2=[N:12][N:13](CC3C=CC(OC)=CC=3)[CH:14]=[C:10]2[C:9]2[CH:8]=[C:7]([O:24][CH3:25])[CH:6]=[CH:5][C:4]=2[N:3]=1.[NH2:26][C:27]1[CH:32]=[CH:31][C:30]([C:33]([N:35]2[CH2:44][CH2:43][C:38]3([O:42][CH2:41][CH2:40][O:39]3)[CH2:37][CH2:36]2)=[O:34])=[CH:29][CH:28]=1.Cl. Product: [CH3:25][O:24][C:7]1[CH:6]=[CH:5][C:4]2[N:3]=[C:2]([NH:26][C:27]3[CH:32]=[CH:31][C:30]([C:33]([N:35]4[CH2:36][CH2:37][C:38]5([O:42][CH2:41][CH2:40][O:39]5)[CH2:43][CH2:44]4)=[O:34])=[CH:29][CH:28]=3)[C:11]3=[N:12][NH:13][CH:14]=[C:10]3[C:9]=2[CH:8]=1. The catalyst class is: 71. (3) Reactant: [N:1]1([CH2:7][C:8]2[S:9][CH:10]=[C:11]([C:13]([O:15]CC)=[O:14])[N:12]=2)[CH2:6][CH2:5][O:4][CH2:3][CH2:2]1.[OH-].[Na+]. Product: [N:1]1([CH2:7][C:8]2[S:9][CH:10]=[C:11]([C:13]([OH:15])=[O:14])[N:12]=2)[CH2:6][CH2:5][O:4][CH2:3][CH2:2]1. The catalyst class is: 5. (4) Reactant: [Cl:1][C:2]1[N:7]=[C:6]([CH2:8][C:9]([C:11]2[CH:12]=[C:13]([NH:18][C:19](=[O:28])[C:20]3[C:25]([F:26])=[CH:24][CH:23]=[CH:22][C:21]=3[F:27])[CH:14]=[CH:15][C:16]=2[F:17])=O)[CH:5]=[CH:4][N:3]=1.C1C(=O)N(Br)C(=O)C1.[NH2:37][C:38]([NH2:40])=[S:39]. Product: [NH2:40][C:38]1[S:39][C:8]([C:6]2[CH:5]=[CH:4][N:3]=[C:2]([Cl:1])[N:7]=2)=[C:9]([C:11]2[CH:12]=[C:13]([NH:18][C:19](=[O:28])[C:20]3[C:25]([F:26])=[CH:24][CH:23]=[CH:22][C:21]=3[F:27])[CH:14]=[CH:15][C:16]=2[F:17])[N:37]=1. The catalyst class is: 2. (5) Product: [C:18]([C:10]1[CH:9]=[C:8]2[C:17]3=[C:16]4[C:5](=[CH:4][CH:3]=[C:2]([CH3:1])[C:15]4=[CH:14][CH:13]=[C:12]3[CH:11]=1)[CH:6]=[CH:7]2)([CH3:21])([CH3:20])[CH3:19]. Reactant: [CH3:1][C:2]1[C:15]2[C:16]3=[C:17]4[C:12](=[CH:13][CH:14]=2)[CH:11]=[CH:10][CH:9]=[C:8]4[CH:7]=[CH:6][C:5]3=[CH:4][CH:3]=1.[C:18](Cl)([CH3:21])([CH3:20])[CH3:19].ClCCl.[Cl-].[Al+3].[Cl-].[Cl-]. The catalyst class is: 6. (6) Reactant: FC(F)(F)C(O)=O.[CH:8]1([C:11]2[C:12]([O:21][C@@H:22]3[CH2:27][CH2:26][CH2:25][NH:24][CH2:23]3)=[CH:13][C:14]([F:20])=[C:15]([CH:19]=2)[C:16]([OH:18])=[O:17])[CH2:10][CH2:9]1.[Cl:28][C:29]1[CH:30]=[C:31]([CH:34]=[C:35]([Cl:37])[CH:36]=1)[CH:32]=O.C(O[BH-](OC(=O)C)OC(=O)C)(=O)C.[Na+].Cl. Product: [ClH:28].[CH:8]1([C:11]2[C:12]([O:21][C@@H:22]3[CH2:27][CH2:26][CH2:25][N:24]([CH2:32][C:31]4[CH:30]=[C:29]([Cl:28])[CH:36]=[C:35]([Cl:37])[CH:34]=4)[CH2:23]3)=[CH:13][C:14]([F:20])=[C:15]([CH:19]=2)[C:16]([OH:18])=[O:17])[CH2:9][CH2:10]1. The catalyst class is: 7.